This data is from Full USPTO retrosynthesis dataset with 1.9M reactions from patents (1976-2016). The task is: Predict the reactants needed to synthesize the given product. (1) Given the product [C:15]([O:19][C:20]([N:22]1[CH2:28][CH2:27][C:26]2[C:29]([CH2:34][S:12][C:9]3[CH:8]=[CH:7][C:6]([C:2]([CH3:1])([CH3:5])[CH2:3][CH3:4])=[CH:11][CH:10]=3)=[C:30]([Cl:33])[CH:31]=[CH:32][C:25]=2[CH2:24][CH2:23]1)=[O:21])([CH3:18])([CH3:17])[CH3:16], predict the reactants needed to synthesize it. The reactants are: [CH3:1][C:2]([C:6]1[CH:11]=[CH:10][C:9]([SH:12])=[CH:8][CH:7]=1)([CH3:5])[CH2:3][CH3:4].[H-].[Na+].[C:15]([O:19][C:20]([N:22]1[CH2:28][CH2:27][C:26]2[C:29]([CH2:34]Cl)=[C:30]([Cl:33])[CH:31]=[CH:32][C:25]=2[CH2:24][CH2:23]1)=[O:21])([CH3:18])([CH3:17])[CH3:16].[I-].[Na+]. (2) Given the product [CH3:1][O:2][C:3](=[O:32])[CH2:4][CH2:5][CH2:6][CH2:7][CH2:8][CH2:9][CH2:10][C:11](=[O:31])[NH:12][C:13]1[CH:18]=[CH:17][CH:16]=[CH:15][C:14]=1[S:19](=[O:30])(=[O:29])[NH:20][C:21]([C@@:23]1([NH:28][C:48](=[O:49])[CH2:47][N:40]([C:38]([O:37][C:33]([CH3:35])([CH3:34])[CH3:36])=[O:39])[CH2:41][CH:42]2[CH2:46][CH2:45][CH2:44][CH2:43]2)[CH2:25][C@H:24]1[CH:26]=[CH2:27])=[O:22], predict the reactants needed to synthesize it. The reactants are: [CH3:1][O:2][C:3](=[O:32])[CH2:4][CH2:5][CH2:6][CH2:7][CH2:8][CH2:9][CH2:10][C:11](=[O:31])[NH:12][C:13]1[CH:18]=[CH:17][CH:16]=[CH:15][C:14]=1[S:19](=[O:30])(=[O:29])[NH:20][C:21]([C@@:23]1([NH2:28])[CH2:25][C@H:24]1[CH:26]=[CH2:27])=[O:22].[C:33]([O:37][C:38]([N:40]([CH2:47][C:48](O)=[O:49])[CH2:41][CH:42]1[CH2:46][CH2:45][CH2:44][CH2:43]1)=[O:39])([CH3:36])([CH3:35])[CH3:34].CN(C(ON1N=NC2C=CC=CC1=2)=[N+](C)C)C.F[P-](F)(F)(F)(F)F.CCN(C(C)C)C(C)C. (3) The reactants are: [C:1]([C:4]1[CH:9]=[C:8]([O:10][CH3:11])[CH:7]=[CH:6][C:5]=1[NH:12][C:13](=O)[C:14]1[CH:19]=[CH:18][CH:17]=[N:16][CH:15]=1)(=[O:3])[NH2:2].[OH-].[Na+]. Given the product [CH3:11][O:10][C:8]1[CH:9]=[C:4]2[C:5](=[CH:6][CH:7]=1)[N:12]=[C:13]([C:14]1[CH:15]=[N:16][CH:17]=[CH:18][CH:19]=1)[N:2]=[C:1]2[OH:3], predict the reactants needed to synthesize it. (4) Given the product [NH2:1][C@H:5]([C:20]([OH:22])=[O:21])[CH2:4][CH:6]([CH3:9])[CH3:7].[NH2:1][C@H:17]([C:16]([OH:28])=[O:27])[CH3:18], predict the reactants needed to synthesize it. The reactants are: [NH:1]1[CH:5]=[CH:4]N=C1.[C:6]([Si](C)(C)Cl)([CH3:9])(C)[CH3:7].CO.[C:16]([OH:28])(=[O:27])[CH2:17][C:18](CC(O)=O)([C:20]([OH:22])=[O:21])O. (5) Given the product [CH3:16][O:15][C:13](=[O:14])[C@@H:9]([NH2:8])[CH:10]1[CH2:11][CH2:12]1, predict the reactants needed to synthesize it. The reactants are: CC(OC([NH:8][C@H:9]([C:13]([OH:15])=[O:14])[CH:10]1[CH2:12][CH2:11]1)=O)(C)C.[CH3:16]OC(OC)(C)C. (6) Given the product [F:12][C:13]1[CH:18]=[CH:17][C:16]([S:19]([NH:1][C:2]2[CH:10]=[CH:9][C:8]([CH3:11])=[CH:7][C:3]=2[C:4]([OH:6])=[O:5])(=[O:21])=[O:20])=[CH:15][CH:14]=1, predict the reactants needed to synthesize it. The reactants are: [NH2:1][C:2]1[CH:10]=[CH:9][C:8]([CH3:11])=[CH:7][C:3]=1[C:4]([OH:6])=[O:5].[F:12][C:13]1[CH:18]=[CH:17][C:16]([S:19](Cl)(=[O:21])=[O:20])=[CH:15][CH:14]=1.C(=O)([O-])[O-].[Na+].[Na+]. (7) Given the product [CH2:3]([N:10]([CH2:11][CH2:12][C:13]1[CH:14]=[CH:15][C:16]([O:19][CH2:20][CH2:21][CH2:22][CH2:23][C:24]2[CH:25]=[CH:26][CH:27]=[CH:28][CH:29]=2)=[CH:17][CH:18]=1)[CH2:30][CH:31]([C:33]1[C:41]2[S:40][C:39](=[O:42])[NH:38][C:37]=2[C:36]([OH:43])=[CH:35][CH:34]=1)[OH:32])[C:4]1[CH:5]=[CH:6][CH:7]=[CH:8][CH:9]=1, predict the reactants needed to synthesize it. The reactants are: [BH4-].[Na+].[CH2:3]([N:10]([CH2:30][C:31]([C:33]1[C:41]2[S:40][C:39](=[O:42])[NH:38][C:37]=2[C:36]([OH:43])=[CH:35][CH:34]=1)=[O:32])[CH2:11][CH2:12][C:13]1[CH:18]=[CH:17][C:16]([O:19][CH2:20][CH2:21][CH2:22][CH2:23][C:24]2[CH:29]=[CH:28][CH:27]=[CH:26][CH:25]=2)=[CH:15][CH:14]=1)[C:4]1[CH:9]=[CH:8][CH:7]=[CH:6][CH:5]=1.